Regression/Classification. Given a drug SMILES string, predict its toxicity properties. Task type varies by dataset: regression for continuous values (e.g., LD50, hERG inhibition percentage) or binary classification for toxic/non-toxic outcomes (e.g., AMES mutagenicity, cardiotoxicity, hepatotoxicity). Dataset: ld50_zhu. From a dataset of Acute oral toxicity (LD50) regression data from Zhu et al.. (1) The compound is OCCN1CCN(CCCN2c3ccccc3C=Cc3ccccc32)CC1. The rat oral LD50 is 2.52, given as -log10 of the dose in mol/kg body weight (higher means more acutely toxic). (2) The molecule is N#CC(C#N)=Cc1ccccc1Cl. The rat oral LD50 is 3.02, given as -log10 of the dose in mol/kg body weight (higher means more acutely toxic). (3) The drug is CN(CCO)Cc1cc(C(=O)c2cccs2)cc(C(C)(C)C)c1O. The rat oral LD50 is 2.54, given as -log10 of the dose in mol/kg body weight (higher means more acutely toxic). (4) The drug is CN1CC(O)N(c2nnc(C(C)(C)C)s2)C1=O. The rat oral LD50 is 2.22, given as -log10 of the dose in mol/kg body weight (higher means more acutely toxic). (5) The molecule is CCOC(=O)C=C(C)C. The rat oral LD50 is 1.04, given as -log10 of the dose in mol/kg body weight (higher means more acutely toxic).